From a dataset of Forward reaction prediction with 1.9M reactions from USPTO patents (1976-2016). Predict the product of the given reaction. (1) Given the reactants [NH:1]1[CH2:4][CH:3]([CH2:5][C:6]2[N:7]([C:12]3[CH:17]=[CH:16][C:15]([C:18]4[CH:27]=[C:26]5[C:21]([CH:22]=[CH:23][CH:24]=[N:25]5)=[CH:20][CH:19]=4)=[CH:14][C:13]=3[F:28])[C:8](=[O:11])[NH:9][N:10]=2)[CH2:2]1.C(N(CC)C(C)C)(C)C.[CH3:38][N:39]1[CH2:43]CC[C:40]1=[O:44].CN(C)C(Cl)=O, predict the reaction product. The product is: [F:28][C:13]1[CH:14]=[C:15]([C:18]2[CH:27]=[C:26]3[C:21]([CH:22]=[CH:23][CH:24]=[N:25]3)=[CH:20][CH:19]=2)[CH:16]=[CH:17][C:12]=1[N:7]1[C:8](=[O:11])[NH:9][N:10]=[C:6]1[CH2:5][CH:3]1[CH2:4][N:1]([C:40]([N:39]([CH3:43])[CH3:38])=[O:44])[CH2:2]1. (2) Given the reactants [H-].[Na+].[NH:3]1[CH:7]=[CH:6][CH:5]=[C:4]1[CH:8]=[O:9].O.[C:11]1([CH3:17])[CH:16]=[CH:15][CH:14]=[CH:13][CH:12]=1, predict the reaction product. The product is: [N:3]1[C:16]2[C:11](=[CH:12][CH:13]=[CH:14][CH:15]=2)[CH:17]=[C:5]([CH2:6][N:3]2[CH:7]=[CH:6][CH:5]=[C:4]2[CH:8]=[O:9])[CH:4]=1. (3) Given the reactants [CH2:1]([N:4]1[C:12](=[O:13])[C:11]2[NH:10][C:9]([C:14]3[CH:15]=[N:16][C:17]([NH:20][CH2:21][C:22]4[CH:27]=[CH:26][CH:25]=[C:24]([C:28]([F:31])([F:30])[F:29])[CH:23]=4)=[CH:18][CH:19]=3)=[N:8][C:7]=2[NH:6][C:5]1=O)[CH2:2][CH3:3].O=P(Cl)(Cl)[Cl:35].[NH4+].[Cl-], predict the reaction product. The product is: [Cl:35][C:5]1[N:4]([CH2:1][CH2:2][CH3:3])[C:12](=[O:13])[C:11]2[NH:10][C:9]([C:14]3[CH:15]=[N:16][C:17]([NH:20][CH2:21][C:22]4[CH:27]=[CH:26][CH:25]=[C:24]([C:28]([F:31])([F:30])[F:29])[CH:23]=4)=[CH:18][CH:19]=3)=[N:8][C:7]=2[N:6]=1. (4) The product is: [C:24]1([C:49]2[CH:50]=[CH:51][CH:52]=[CH:53][CH:54]=2)[CH:29]=[CH:28][CH:27]=[C:26]([C:30]2[O:31][C:32]([CH3:48])=[C:33]([CH2:35][CH2:36][O:13][C:10]3[CH:9]=[CH:8][C:7]([CH2:6][C:5]([CH3:14])([O:15][C:16]4[CH:17]=[CH:18][C:19]([CH3:22])=[CH:20][CH:21]=4)[C:55]([OH:58])=[O:56])=[CH:12][CH:11]=3)[N:34]=2)[CH:25]=1. Given the reactants C(OC(=O)[C:5]([O:15][C:16]1[CH:21]=[CH:20][C:19]([CH3:22])=[CH:18][CH:17]=1)([CH3:14])[CH2:6][C:7]1[CH:12]=[CH:11][C:10]([OH:13])=[CH:9][CH:8]=1)C.[C:24]1([C:49]2[CH:54]=[CH:53][CH:52]=[CH:51][CH:50]=2)[CH:29]=[CH:28][CH:27]=[C:26]([C:30]2[O:31][C:32]([CH3:48])=[C:33]([CH2:35][CH2:36]OS(C3C=CC(C)=CC=3)(=O)=O)[N:34]=2)[CH:25]=1.[C:55]([O-:58])([O-])=[O:56].[K+].[K+].[OH-].[Na+], predict the reaction product. (5) Given the reactants O=P(Cl)(Cl)Cl.[Cl:6][C:7]1[CH:15]=[C:14]2[C:10]([CH:11]=[CH:12][NH:13]2)=[CH:9][C:8]=1[F:16].CN(C)[CH:19]=[O:20], predict the reaction product. The product is: [Cl:6][C:7]1[CH:15]=[C:14]2[C:10]([C:11]([CH:19]=[O:20])=[CH:12][NH:13]2)=[CH:9][C:8]=1[F:16].